Task: Regression. Given a peptide amino acid sequence and an MHC pseudo amino acid sequence, predict their binding affinity value. This is MHC class I binding data.. Dataset: Peptide-MHC class I binding affinity with 185,985 pairs from IEDB/IMGT The MHC is HLA-B44:02 with pseudo-sequence HLA-B44:02. The peptide sequence is LLWAARPRL. The binding affinity (normalized) is 0.